Dataset: Forward reaction prediction with 1.9M reactions from USPTO patents (1976-2016). Task: Predict the product of the given reaction. (1) Given the reactants [F:1][C:2]1[CH:7]=[CH:6][C:5]([C:8]2[S:12][C:11]([CH2:13][OH:14])=[N:10][C:9]=2[C:15]([OH:17])=O)=[CH:4][CH:3]=1.[F:18][C:19]1[C:35]([F:36])=[CH:34][C:22]2[N:23]([CH3:33])[C:24]([CH2:26][CH:27]3[CH2:32][CH2:31][CH2:30][CH2:29][NH:28]3)=[N:25][C:21]=2[CH:20]=1, predict the reaction product. The product is: [F:18][C:19]1[C:35]([F:36])=[CH:34][C:22]2[N:23]([CH3:33])[C:24]([CH2:26][CH:27]3[CH2:32][CH2:31][CH2:30][CH2:29][N:28]3[C:15]([C:9]3[N:10]=[C:11]([CH2:13][OH:14])[S:12][C:8]=3[C:5]3[CH:4]=[CH:3][C:2]([F:1])=[CH:7][CH:6]=3)=[O:17])=[N:25][C:21]=2[CH:20]=1. (2) The product is: [F:20][C:9]1[CH:10]=[C:11]([C:14]2([C:17]([OH:19])=[O:18])[CH2:16][CH2:15]2)[CH:12]=[CH:13][C:8]=1[C:25]1[CH:30]=[CH:29][C:1]([OH:4])=[CH:27][CH:26]=1. Given the reactants [C:1]([O-:4])([O-])=O.[K+].[K+].Br[C:8]1[CH:13]=[CH:12][C:11]([C:14]2([C:17]([OH:19])=[O:18])[CH2:16][CH2:15]2)=[CH:10][C:9]=1[F:20].OOB([C:25]1[CH:30]=[CH:29]C=[CH:27][CH:26]=1)O, predict the reaction product. (3) The product is: [C:7]([O:10][CH:2]1[CH2:3][CH2:4][CH2:5][C:1]1=[O:6])(=[O:9])[CH3:8]. Given the reactants [C:1]1(=[O:6])[CH2:5][CH2:4][CH2:3][CH2:2]1.[C:7]([O-:10])(=[O:9])[CH3:8].[C:7]([O-:10])(=[O:9])[CH3:8].[C:7]([O-:10])(=[O:9])[CH3:8].[C:7]([O-:10])(=[O:9])[CH3:8].[Pb+4].Cl, predict the reaction product. (4) Given the reactants [C:1]12([CH2:11][C:12]([NH:14][C:15]3[C:24]([CH3:25])=[CH:23][CH:22]=[C:21]4[C:16]=3[CH:17]=[CH:18][C:19](Cl)=[N:20]4)=[O:13])[CH2:10][CH:5]3[CH2:6][CH:7]([CH2:9][CH:3]([CH2:4]3)[CH2:2]1)[CH2:8]2.[C:27](=[O:30])([O-])[O-].[K+].[K+].[NH:33]1[CH2:37][CH2:36][C@H:35]([NH:38][C:39](=[O:45])[O:40][C:41]([CH3:44])([CH3:43])[CH3:42])[CH2:34]1.O, predict the reaction product. The product is: [C:1]12([CH2:11][C:12]([NH:14][C:15]3[C:24]([CH3:25])=[CH:23][CH:22]=[C:21]4[C:16]=3[CH:17]=[CH:18][C:19]([N:33]3[CH2:37][CH2:36][C@H:35]([NH:38][C:27]([N:33]5[CH2:37][CH2:36][C@H:35]([NH:38][C:39](=[O:45])[O:40][C:41]([CH3:42])([CH3:44])[CH3:43])[CH2:34]5)=[O:30])[CH2:34]3)=[N:20]4)=[O:13])[CH2:10][CH:5]3[CH2:6][CH:7]([CH2:9][CH:3]([CH2:4]3)[CH2:2]1)[CH2:8]2. (5) Given the reactants F[C:2]1[C:7]([CH:8]=O)=[C:6]([NH:10][C:11]2[CH:16]=[CH:15][C:14]([I:17])=[CH:13][C:12]=2[F:18])[C:5]([N+:19]([O-:21])=[O:20])=[C:4]([O:22][CH3:23])[CH:3]=1.O.[NH2:25][NH2:26], predict the reaction product. The product is: [F:18][C:12]1[CH:13]=[C:14]([I:17])[CH:15]=[CH:16][C:11]=1[NH:10][C:6]1[C:5]([N+:19]([O-:21])=[O:20])=[C:4]([O:22][CH3:23])[CH:3]=[C:2]2[C:7]=1[CH:8]=[N:25][NH:26]2. (6) Given the reactants [CH3:1][O:2][C:3]([C:5]1[C:10]([Br:11])=[CH:9][N:8]=[C:7](SC)[N:6]=1)=[O:4].ClC1C=CC=C(C(OO)=O)C=1.Cl.CN.C[CH2:29][N:30](C(C)C)C(C)C, predict the reaction product. The product is: [Br:11][C:10]1[C:5]([C:3]([O:2][CH3:1])=[O:4])=[N:6][C:7]([NH:30][CH3:29])=[N:8][CH:9]=1. (7) Given the reactants [OH:1][C:2]12[CH2:9][CH2:8][C:5]([C:10]3[NH:18][C:17]4[C:16](=[O:19])[N:15]([CH2:20][CH2:21][CH3:22])[C:14](=[O:23])[N:13]([CH2:24][CH2:25][CH3:26])[C:12]=4[N:11]=3)([CH2:6][CH2:7]1)[CH2:4][CH2:3]2.CCN(CC)CC.[C:34]1([CH3:44])[CH:39]=[CH:38][C:37]([S:40](Cl)(=[O:42])=[O:41])=[CH:36][CH:35]=1, predict the reaction product. The product is: [O:23]=[C:14]1[N:13]([CH2:24][CH2:25][CH3:26])[C:12]2[N:11]=[C:10]([C:5]34[CH2:8][CH2:9][C:2]([O:1][S:40]([C:37]5[CH:38]=[CH:39][C:34]([CH3:44])=[CH:35][CH:36]=5)(=[O:42])=[O:41])([CH2:7][CH2:6]3)[CH2:3][CH2:4]4)[NH:18][C:17]=2[C:16](=[O:19])[N:15]1[CH2:20][CH2:21][CH3:22]. (8) Given the reactants [Cl:1][C:2]1[CH:7]=[CH:6][C:5]([C:8]2[N:9]=[N:10][C:11](Cl)=[CH:12][CH:13]=2)=[CH:4][CH:3]=1.[Na+].[I-:16].Cl.N, predict the reaction product. The product is: [Cl:1][C:2]1[CH:7]=[CH:6][C:5]([C:8]2[N:9]=[N:10][C:11]([I:16])=[CH:12][CH:13]=2)=[CH:4][CH:3]=1. (9) Given the reactants [C:1](Cl)(=[O:3])[CH3:2].CN(C1C=CC=CN=1)C.N1C=CC=CC=1.[F:20][C:21]([F:50])([F:49])[C:22]1[CH:23]=[C:24]([CH:42]=[C:43]([C:45]([F:48])([F:47])[F:46])[CH:44]=1)[CH2:25][N:26]([CH:30]1[CH2:36][CH2:35][CH2:34][NH:33][C:32]2[CH:37]=[C:38]([Cl:41])[CH:39]=[CH:40][C:31]1=2)[C:27](=[O:29])[CH3:28], predict the reaction product. The product is: [C:1]([N:33]1[CH2:34][CH2:35][CH2:36][CH:30]([N:26]([CH2:25][C:24]2[CH:42]=[C:43]([C:45]([F:46])([F:47])[F:48])[CH:44]=[C:22]([C:21]([F:20])([F:49])[F:50])[CH:23]=2)[C:27](=[O:29])[CH3:28])[C:31]2[CH:40]=[CH:39][C:38]([Cl:41])=[CH:37][C:32]1=2)(=[O:3])[CH3:2].